Dataset: Forward reaction prediction with 1.9M reactions from USPTO patents (1976-2016). Task: Predict the product of the given reaction. Given the reactants Br[C:2]1[CH:3]=[C:4]([S:10]([NH:13][C:14]([CH3:17])([CH3:16])[CH3:15])(=[O:12])=[O:11])[CH:5]=[CH:6][C:7]=1[O:8][CH3:9].[CH:18]([C:20]1[CH:21]=[C:22]([CH:27]=[C:28](B2OC(C)(C)C(C)(C)O2)[C:29]=1[O:30][CH2:31]OCCOC)[C:23]([O:25][CH3:26])=[O:24])=[O:19], predict the reaction product. The product is: [CH2:31]([O:30][C:29]1[C:28]([C:2]2[CH:3]=[C:4]([S:10](=[O:12])(=[O:11])[NH:13][C:14]([CH3:17])([CH3:16])[CH3:15])[CH:5]=[CH:6][C:7]=2[O:8][CH3:9])=[CH:27][C:22]([C:23]([O:25][CH3:26])=[O:24])=[CH:21][C:20]=1[CH:18]=[O:19])[C:2]1[CH:3]=[CH:4][CH:5]=[CH:6][CH:7]=1.